From a dataset of CYP1A2 inhibition data for predicting drug metabolism from PubChem BioAssay. Regression/Classification. Given a drug SMILES string, predict its absorption, distribution, metabolism, or excretion properties. Task type varies by dataset: regression for continuous measurements (e.g., permeability, clearance, half-life) or binary classification for categorical outcomes (e.g., BBB penetration, CYP inhibition). Dataset: cyp1a2_veith. (1) The result is 1 (inhibitor). The molecule is Cc1ccc(S(=O)(=O)O)cc1.O=C1C(c2ccccn2)=[N+]([O-])c2ccccc21. (2) The compound is O=C(O)CSc1sc(=S)sc1SCC(=O)O. The result is 1 (inhibitor). (3) The compound is CCOC(=O)c1sc2nc(CC(=O)OC)nc(NCc3ccc(F)cc3)c2c1C. The result is 1 (inhibitor). (4) The compound is CC(C)CN1CC[C@@]2(CCCN(S(=O)(=O)c3ccccc3)C2)C1. The result is 1 (inhibitor).